This data is from Forward reaction prediction with 1.9M reactions from USPTO patents (1976-2016). The task is: Predict the product of the given reaction. (1) Given the reactants FC(F)C1NC2C=CC=CC=2N=1.FC(F)C1N(C2N=C(N3CCOCC3)C=C(N3CCOCC3)N=2)C2C=CC([N+]([O-])=O)=CC=2N=1.[F:46][CH:47]([F:78])[C:48]1[N:52]([C:53]2[N:58]=[C:57]([N:59]3[CH2:64][CH2:63][O:62][CH2:61][CH2:60]3)[CH:56]=[C:55]([N:65]3[CH2:70][CH2:69][O:68][CH2:67][CH2:66]3)[N:54]=2)[C:51]2[CH:71]=[C:72]([N+:75]([O-])=O)[CH:73]=[CH:74][C:50]=2[N:49]=1, predict the reaction product. The product is: [NH2:75][C:72]1[CH:73]=[CH:74][C:50]2[N:49]=[C:48]([CH:47]([F:46])[F:78])[N:52]([C:53]3[N:58]=[C:57]([N:59]4[CH2:64][CH2:63][O:62][CH2:61][CH2:60]4)[CH:56]=[C:55]([N:65]4[CH2:70][CH2:69][O:68][CH2:67][CH2:66]4)[N:54]=3)[C:51]=2[CH:71]=1. (2) Given the reactants [CH2:1]([C:3]1[C:8](=[O:9])[NH:7][C:6]([CH3:10])=[C:5]([C:11]2[CH:16]=[C:15]([C:17]([OH:19])=O)[CH:14]=[CH:13][N:12]=2)[CH:4]=1)[CH3:2].[CH:20]1([NH2:25])[CH2:24][CH2:23][CH2:22][CH2:21]1, predict the reaction product. The product is: [CH:20]1([NH:25][C:17]([C:15]2[CH:14]=[CH:13][N:12]=[C:11]([C:5]3[CH:4]=[C:3]([CH2:1][CH3:2])[C:8](=[O:9])[NH:7][C:6]=3[CH3:10])[CH:16]=2)=[O:19])[CH2:24][CH2:23][CH2:22][CH2:21]1. (3) Given the reactants [Cl:1][C:2]1[C:3](I)=[CH:4][C:5]([F:8])=[N:6][CH:7]=1.[C:10]([O:14][C:15]([NH:17][C:18]1[CH:19]=[C:20](B(O)O)[CH:21]=[CH:22][CH:23]=1)=[O:16])([CH3:13])([CH3:12])[CH3:11].COCCOC.C(=O)([O-])[O-].[Na+].[Na+], predict the reaction product. The product is: [Cl:1][C:2]1[C:3]([C:22]2[CH:23]=[C:18]([NH:17][C:15](=[O:16])[O:14][C:10]([CH3:12])([CH3:11])[CH3:13])[CH:19]=[CH:20][CH:21]=2)=[CH:4][C:5]([F:8])=[N:6][CH:7]=1. (4) Given the reactants [NH2:1][C:2]1[C:7]2[N:8]3[C@@H:16]([CH3:17])[CH2:15][N:14]([CH2:18][CH3:19])[C:13](=[O:20])[C:9]3=[C:10]([O:11][CH3:12])[C:6]=2[C:5](=[O:21])[N:4]([CH2:22][C:23]2[CH:28]=[CH:27][C:26]([F:29])=[C:25]([Cl:30])[CH:24]=2)[N:3]=1.CO[C:33](OC)([N:35]([CH3:37])[CH3:36])[CH3:34], predict the reaction product. The product is: [Cl:30][C:25]1[CH:24]=[C:23]([CH:28]=[CH:27][C:26]=1[F:29])[CH2:22][N:4]1[C:5](=[O:21])[C:6]2[C:10]([O:11][CH3:12])=[C:9]3[C:13](=[O:20])[N:14]([CH2:18][CH3:19])[CH2:15][C@H:16]([CH3:17])[N:8]3[C:7]=2[C:2]([N:1]=[C:33]([N:35]([CH3:37])[CH3:36])[CH3:34])=[N:3]1. (5) The product is: [C:18]([O:17][C:15]([NH:1][CH2:2][C@H:3]1[CH2:4][CH2:5][C@H:6]([C:9]([OH:11])=[O:10])[CH2:7][CH2:8]1)=[O:16])([CH3:21])([CH3:20])[CH3:19]. Given the reactants [NH2:1][CH2:2][C@H:3]1[CH2:8][CH2:7][C@H:6]([C:9]([OH:11])=[O:10])[CH2:5][CH2:4]1.O.[OH-].[Na+].[C:15](O[C:15]([O:17][C:18]([CH3:21])([CH3:20])[CH3:19])=[O:16])([O:17][C:18]([CH3:21])([CH3:20])[CH3:19])=[O:16], predict the reaction product. (6) Given the reactants [C:1]1([CH2:7][O:8][C:9]([NH:11][C:12]2[CH:13]=[C:14]3[C:19](=[CH:20][CH:21]=2)[CH2:18][N:17](C([O-])=O)[CH2:16][CH2:15]3)=[O:10])C=CC=CC=1.[CH2:25]([Li])[CH2:26][CH2:27][CH3:28].[C:30]([O:35][CH2:36][C@@H:37]1O[CH2:38]1)(=[O:34])CCC.C1C[O:43][CH2:42]C1, predict the reaction product. The product is: [OH:43][CH2:42][C@@H:7]1[O:8][C:9](=[O:10])[N:11]([C:12]2[CH:13]=[C:14]3[C:19](=[CH:20][CH:21]=2)[CH2:18][N:17]([C:30]([O:35][CH2:36][C:37]2[CH:38]=[CH:28][CH:27]=[CH:26][CH:25]=2)=[O:34])[CH2:16][CH2:15]3)[CH2:1]1. (7) Given the reactants Br[C:2]1[N:7]=[C:6]([NH:8][CH2:9][C:10]([C:13]2[CH:18]=[CH:17][C:16]([F:19])=[CH:15][CH:14]=2)([CH3:12])[CH3:11])[CH:5]=[CH:4][CH:3]=1.[CH3:20][C:21]([CH3:26])=[CH:22]B(O)O.C(=O)([O-])[O-].[K+].[K+].O1CCOCC1, predict the reaction product. The product is: [F:19][C:16]1[CH:17]=[CH:18][C:13]([C:10]([CH3:12])([CH3:11])[CH2:9][NH:8][C:6]2[CH:5]=[CH:4][CH:3]=[C:2]([CH:20]=[C:21]([CH3:26])[CH3:22])[N:7]=2)=[CH:14][CH:15]=1.